Dataset: Catalyst prediction with 721,799 reactions and 888 catalyst types from USPTO. Task: Predict which catalyst facilitates the given reaction. (1) Reactant: I[C:2]1[C:10]2[C:5](=[N:6][CH:7]=[N:8][C:9]=2[NH2:11])[N:4]([CH2:12][C:13]2[N:17]([C:18]3[CH:23]=[CH:22][CH:21]=[CH:20][CH:19]=3)[C:16]3[CH:24]=[CH:25][CH:26]=[CH:27][C:15]=3[N:14]=2)[N:3]=1.[F:28][C:29]1[CH:30]=[C:31](B(O)O)[CH:32]=[CH:33][C:34]=1[OH:35].[F-].[Cs+]. Product: [NH2:11][C:9]1[N:8]=[CH:7][N:6]=[C:5]2[N:4]([CH2:12][C:13]3[N:17]([C:18]4[CH:19]=[CH:20][CH:21]=[CH:22][CH:23]=4)[C:16]4[CH:24]=[CH:25][CH:26]=[CH:27][C:15]=4[N:14]=3)[N:3]=[C:2]([C:31]3[CH:32]=[CH:33][C:34]([OH:35])=[C:29]([F:28])[CH:30]=3)[C:10]=12. The catalyst class is: 622. (2) Reactant: COC[O:4][C:5]1[CH:10]=[C:9]([O:11]COC)[CH:8]=[CH:7][C:6]=1[C:15]1[N:16]([CH2:34][CH2:35][O:36]C2CCCCO2)[C:17]2[C:22]([C:23]=1[CH:24]1[CH2:29][CH2:28][CH2:27][CH2:26][CH2:25]1)=[CH:21][CH:20]=[C:19]([C:30]([O:32][CH3:33])=[O:31])[CH:18]=2.Cl. Product: [CH:24]1([C:23]2[C:22]3[C:17](=[CH:18][C:19]([C:30]([O:32][CH3:33])=[O:31])=[CH:20][CH:21]=3)[N:16]([CH2:34][CH2:35][OH:36])[C:15]=2[C:6]2[CH:7]=[CH:8][C:9]([OH:11])=[CH:10][C:5]=2[OH:4])[CH2:25][CH2:26][CH2:27][CH2:28][CH2:29]1. The catalyst class is: 111. (3) Reactant: [OH:1][C:2]1[CH:12]=[C:11]([N+:13]([O-:15])=[O:14])[CH:10]=[CH:9][C:3]=1[C:4]([O:6][CH2:7][CH3:8])=[O:5].[CH2:16](Br)[CH2:17][CH3:18].C([O-])([O-])=O.[K+].[K+].CC(C)=O. Product: [CH2:16]([O:1][C:2]1[CH:12]=[C:11]([N+:13]([O-:15])=[O:14])[CH:10]=[CH:9][C:3]=1[C:4]([O:6][CH2:7][CH3:8])=[O:5])[CH2:17][CH3:18]. The catalyst class is: 6. (4) Reactant: [NH2:1][C:2]1[N:7]=[CH:6][N:5]=[C:4]2[N:8]([CH:25]([C:27]3[O:28][C:29]4[C:34]([C:35](=[O:44])[C:36]=3[C:37]3[CH:42]=[CH:41][CH:40]=[C:39]([F:43])[CH:38]=3)=[CH:33][CH:32]=[CH:31][CH:30]=4)[CH3:26])[N:9]=[C:10]([C:11]3[S:15][C:14]([CH2:16][NH:17]C(=O)OC(C)(C)C)=[CH:13][CH:12]=3)[C:3]=12. Product: [NH2:1][C:2]1[N:7]=[CH:6][N:5]=[C:4]2[N:8]([CH:25]([C:27]3[O:28][C:29]4[C:34]([C:35](=[O:44])[C:36]=3[C:37]3[CH:42]=[CH:41][CH:40]=[C:39]([F:43])[CH:38]=3)=[CH:33][CH:32]=[CH:31][CH:30]=4)[CH3:26])[N:9]=[C:10]([C:11]3[S:15][C:14]([CH2:16][NH2:17])=[CH:13][CH:12]=3)[C:3]=12. The catalyst class is: 620. (5) Reactant: CS(O[CH2:6][CH:7]1[CH2:11][CH2:10][C:9](=[O:12])[NH:8]1)(=O)=O.[N-:13]=[N+:14]=[N-:15].[Na+].C([O-])([O-])=O.[K+].[K+]. Product: [N:13]([CH2:6][CH:7]1[NH:8][C:9](=[O:12])[CH2:10][CH2:11]1)=[N+:14]=[N-:15]. The catalyst class is: 3. (6) Reactant: [O-]CC.[Mg+2:4].[O-]CC.[C:8]([OH:17])(=[O:16])[CH:9]([CH2:13][CH2:14][CH3:15])[CH2:10][CH2:11][CH3:12].CC(C)=O. Product: [C:8]([O-:17])(=[O:16])[CH:9]([CH2:13][CH2:14][CH3:15])[CH2:10][CH2:11][CH3:12].[Mg+2:4].[C:8]([O-:17])(=[O:16])[CH:9]([CH2:13][CH2:14][CH3:15])[CH2:10][CH2:11][CH3:12]. The catalyst class is: 8. (7) Reactant: ClC1C=C(C=CC=1)C(OO)=[O:6].[F:12][C:13]1[CH:14]=[C:15]([C:20]2[N:21]=[C:22]([N:29]3[C:37]4[C:32](=[CH:33][CH:34]=[C:35]([O:38][CH2:39][C:40]([N:42]([CH3:44])[CH3:43])=[O:41])[CH:36]=4)[CH2:31][CH2:30]3)[C:23]3[CH2:28][S:27][CH2:26][C:24]=3[N:25]=2)[CH:16]=[CH:17][C:18]=1[F:19]. Product: [F:12][C:13]1[CH:14]=[C:15]([C:20]2[N:21]=[C:22]([N:29]3[C:37]4[C:32](=[CH:33][CH:34]=[C:35]([O:38][CH2:39][C:40]([N:42]([CH3:44])[CH3:43])=[O:41])[CH:36]=4)[CH2:31][CH2:30]3)[C:23]3[CH2:28][S:27](=[O:6])[CH2:26][C:24]=3[N:25]=2)[CH:16]=[CH:17][C:18]=1[F:19]. The catalyst class is: 220. (8) Reactant: C(=O)([O-])O.[Na+].[C:6](Cl)(=[O:8])[CH3:7].C1COCC1.O.[O:16]=[C:17]1[C:25]2[C:20](=[CH:21][CH:22]=[CH:23][CH:24]=2)[C:19](=[O:26])[N:18]1[CH:27]1[CH2:32][CH2:31][NH:30][CH2:29][CH:28]1[NH:33][C:34](=[O:40])[O:35][C:36]([CH3:39])([CH3:38])[CH3:37]. Product: [C:6]([N:30]1[CH2:31][CH2:32][CH:27]([N:18]2[C:17](=[O:16])[C:25]3[C:20](=[CH:21][CH:22]=[CH:23][CH:24]=3)[C:19]2=[O:26])[CH:28]([NH:33][C:34](=[O:40])[O:35][C:36]([CH3:38])([CH3:37])[CH3:39])[CH2:29]1)(=[O:8])[CH3:7]. The catalyst class is: 13. (9) Reactant: [OH:1][CH:2]([CH:43]([CH3:45])[CH3:44])[CH2:3][O:4][C@H:5]1[CH2:10][CH2:9][C@H:8]([N:11]2[C:16](=[O:17])[C:15]([CH2:18][C:19]3[CH:24]=[CH:23][C:22]([C:25]4[CH:30]=[CH:29][CH:28]=[CH:27][C:26]=4[C:31]4[NH:35][C:34](=[O:36])[O:33][N:32]=4)=[CH:21][CH:20]=3)=[C:14]([CH2:37][CH2:38][CH3:39])[N:13]3[N:40]=[CH:41][CH:42]=[C:12]23)[CH2:7][CH2:6]1.CC(OI1(OC(C)=O)(OC(C)=O)OC(=O)C2C1=CC=CC=2)=O.C(OCC)(=O)C.S([O-])([O-])(=O)=S.[Na+].[Na+]. Product: [CH3:45][CH:43]([CH3:44])[C:2](=[O:1])[CH2:3][O:4][C@H:5]1[CH2:10][CH2:9][C@H:8]([N:11]2[C:16](=[O:17])[C:15]([CH2:18][C:19]3[CH:20]=[CH:21][C:22]([C:25]4[CH:30]=[CH:29][CH:28]=[CH:27][C:26]=4[C:31]4[NH:35][C:34](=[O:36])[O:33][N:32]=4)=[CH:23][CH:24]=3)=[C:14]([CH2:37][CH2:38][CH3:39])[N:13]3[N:40]=[CH:41][CH:42]=[C:12]23)[CH2:7][CH2:6]1. The catalyst class is: 34. (10) Reactant: [F:1][C:2]1[CH:3]=[C:4]([C:9](=[O:14])[C:10]([F:13])([F:12])[F:11])[CH:5]=[CH:6][C:7]=1[F:8].[BH4-].[Na+].Cl. Product: [F:1][C:2]1[CH:3]=[C:4]([CH:9]([OH:14])[C:10]([F:11])([F:12])[F:13])[CH:5]=[CH:6][C:7]=1[F:8]. The catalyst class is: 5.